Predict the reactants needed to synthesize the given product. From a dataset of Full USPTO retrosynthesis dataset with 1.9M reactions from patents (1976-2016). (1) Given the product [CH3:25][C:22]1[CH:18]=[N:19][N:20]([C:2]2[CH:3]=[CH:4][C:5]([N+:14]([O-:16])=[O:15])=[C:6]([N:8]3[CH2:13][CH2:12][CH2:11][CH2:10][CH2:9]3)[CH:7]=2)[CH:21]=1, predict the reactants needed to synthesize it. The reactants are: F[C:2]1[CH:3]=[CH:4][C:5]([N+:14]([O-:16])=[O:15])=[C:6]([N:8]2[CH2:13][CH2:12][CH2:11][CH2:10][CH2:9]2)[CH:7]=1.C[C:18]1[CH:22]=[CH:21][NH:20][N:19]=1.[OH-].[Na+].[CH3:25]S(C)=O. (2) Given the product [CH2:1]([NH:4][C:5]([C:7]1[NH:8][C:9]2[C:14]([C:15]=1[C:16]1[CH:21]=[CH:20][CH:19]=[CH:18][CH:17]=1)=[CH:13][C:12]([NH:22][S:32]([C:29]1[CH:28]=[CH:27][C:26]([O:25][C:24]([F:23])([F:36])[F:37])=[CH:31][CH:30]=1)(=[O:34])=[O:33])=[CH:11][CH:10]=2)=[O:6])[CH2:2][CH3:3], predict the reactants needed to synthesize it. The reactants are: [CH2:1]([NH:4][C:5]([C:7]1[NH:8][C:9]2[C:14]([C:15]=1[C:16]1[CH:21]=[CH:20][CH:19]=[CH:18][CH:17]=1)=[CH:13][C:12]([NH2:22])=[CH:11][CH:10]=2)=[O:6])[CH2:2][CH3:3].[F:23][C:24]([F:37])([F:36])[O:25][C:26]1[CH:31]=[CH:30][C:29]([S:32](Cl)(=[O:34])=[O:33])=[CH:28][CH:27]=1. (3) Given the product [NH2:3][C:4]1[N:9]=[C:8]([CH3:10])[C:7]([CH2:11][C:12]2[CH:13]=[C:14]([CH2:18][C:19]([O:28][CH3:27])=[O:1])[CH:15]=[CH:16][CH:17]=2)=[C:6]([NH:21][CH2:22][CH2:23][CH2:24][CH2:25][CH3:26])[N:5]=1, predict the reactants needed to synthesize it. The reactants are: [OH-:1].[K+].[NH2:3][C:4]1[N:9]=[C:8]([CH3:10])[C:7]([CH2:11][C:12]2[CH:13]=[C:14]([CH2:18][C:19]#N)[CH:15]=[CH:16][CH:17]=2)=[C:6]([NH:21][CH2:22][CH2:23][CH2:24][CH2:25][CH3:26])[N:5]=1.[CH3:27][OH:28]. (4) Given the product [CH3:30][C:6]1([CH3:31])[C:7]2[C:12](=[CH:11][C:10]([NH:13][C:14](=[O:29])[C:15]3[CH:20]=[CH:19][CH:18]=[CH:17][C:16]=3[NH:21][CH2:22][C:23]3[CH:28]=[CH:27][N:26]=[CH:25][CH:24]=3)=[CH:9][CH:8]=2)[NH:4][CH2:5]1, predict the reactants needed to synthesize it. The reactants are: C([N:4]1[C:12]2[C:7](=[CH:8][CH:9]=[C:10]([NH:13][C:14](=[O:29])[C:15]3[CH:20]=[CH:19][CH:18]=[CH:17][C:16]=3[NH:21][CH2:22][C:23]3[CH:28]=[CH:27][N:26]=[CH:25][CH:24]=3)[CH:11]=2)[C:6]([CH3:31])([CH3:30])[CH2:5]1)(=O)C.Cl. (5) Given the product [Cl:14][C:15]1[CH:22]=[CH:21][C:18]([CH2:19][N:6]2[C:7]3[C:12](=[O:13])[CH2:11][CH2:10][C:8]=3[N:9]=[C:5]2[C:2]([CH3:1])([CH3:3])[CH3:4])=[CH:17][CH:16]=1, predict the reactants needed to synthesize it. The reactants are: [CH3:1][C:2]([C:5]1[NH:9][C:8]2[CH2:10][CH2:11][C:12](=[O:13])[C:7]=2[N:6]=1)([CH3:4])[CH3:3].[Cl:14][C:15]1[CH:22]=[CH:21][C:18]([CH2:19]Br)=[CH:17][CH:16]=1.C1(C)C=CC=CC=1.[NH4+].[Cl-]. (6) Given the product [Cl:22][C:7]1[C:8]([NH:12][C:13](=[O:21])[CH2:14][CH:15]2[CH2:20][CH2:19][CH2:18][CH2:17][CH2:16]2)=[C:9]2[C:4](=[CH:5][CH:6]=1)[N:3]=[C:2]([N:23]1[CH2:27][CH2:26][C@@H:25]([OH:28])[CH2:24]1)[CH:11]=[CH:10]2, predict the reactants needed to synthesize it. The reactants are: Cl[C:2]1[CH:11]=[CH:10][C:9]2[C:4](=[CH:5][CH:6]=[C:7]([Cl:22])[C:8]=2[NH:12][C:13](=[O:21])[CH2:14][CH:15]2[CH2:20][CH2:19][CH2:18][CH2:17][CH2:16]2)[N:3]=1.[NH:23]1[CH2:27][CH2:26][C@@H:25]([OH:28])[CH2:24]1. (7) Given the product [C:9]([C:11]1[CH:16]=[CH:15][CH:14]=[CH:13][CH:12]=1)(=[O:1])[CH3:10], predict the reactants needed to synthesize it. The reactants are: [OH:1]N1C(=O)CCC1=O.[CH2:9]([C:11]1[CH:16]=[CH:15][CH:14]=[CH:13][CH:12]=1)[CH3:10].O=O. (8) Given the product [S:8]1[C:3]2[CH:4]=[CH:5][CH:6]=[CH:7][C:2]=2[NH:1][CH2:10][CH2:9]1, predict the reactants needed to synthesize it. The reactants are: [NH2:1][C:2]1[CH:7]=[CH:6][CH:5]=[CH:4][C:3]=1[SH:8].[CH2:9](N(CC)CC)[CH3:10]. (9) The reactants are: [CH:1]([C:3]1[CH:17]=[CH:16][C:6]([O:7][C:8]2[N:9]=[CH:10][C:11]([C:14]#[N:15])=[N:12][CH:13]=2)=[CH:5][CH:4]=1)=[O:2].C([O-])([O-])=[O:19].[K+].[K+].OO. Given the product [CH:1]([C:3]1[CH:17]=[CH:16][C:6]([O:7][C:8]2[N:9]=[CH:10][C:11]([C:14]([NH2:15])=[O:19])=[N:12][CH:13]=2)=[CH:5][CH:4]=1)=[O:2], predict the reactants needed to synthesize it. (10) Given the product [CH2:5]([O:12][C:13]1[CH:26]=[CH:25][C:16]([O:17][C:18]2[N:23]=[CH:22][C:21]([OH:2])=[CH:20][CH:19]=2)=[CH:15][CH:14]=1)[C:6]1[CH:11]=[CH:10][CH:9]=[CH:8][CH:7]=1, predict the reactants needed to synthesize it. The reactants are: N([O-])=[O:2].[Na+].[CH2:5]([O:12][C:13]1[CH:26]=[CH:25][C:16]([O:17][C:18]2[N:23]=[CH:22][C:21](N)=[CH:20][CH:19]=2)=[CH:15][CH:14]=1)[C:6]1[CH:11]=[CH:10][CH:9]=[CH:8][CH:7]=1.